Dataset: Full USPTO retrosynthesis dataset with 1.9M reactions from patents (1976-2016). Task: Predict the reactants needed to synthesize the given product. (1) The reactants are: [Br:1][C:2]1[C:3]([NH2:9])=[N:4][CH:5]=[C:6]([Br:8])[N:7]=1.[O:10]1[CH:14]=[CH:13][CH:12]=[C:11]1[C:15]#[N:16].[Al+3].[Cl-].[Cl-].[Cl-].O. Given the product [Br:1][C:2]1[C:3]([NH:9][C:15]([C:11]2[O:10][CH:14]=[CH:13][CH:12]=2)=[NH:16])=[N:4][CH:5]=[C:6]([Br:8])[N:7]=1, predict the reactants needed to synthesize it. (2) Given the product [ClH:1].[NH2:49][CH2:48][C@H:45]1[CH2:46][CH2:47][C@H:42]([C:40]([NH:39][C@@H:24]([CH2:23][C:20]2[CH:21]=[CH:22][C:17]([C:12]3[CH:13]=[CH:14][CH:15]=[CH:16][C:11]=3[S:8]([N:2]3[CH2:7][CH2:6][O:5][CH2:4][CH2:3]3)(=[O:10])=[O:9])=[CH:18][CH:19]=2)[C:25](=[O:38])[NH:26][C:27]2[CH:32]=[CH:31][C:30]([C:33]3[N:37]=[N:36][NH:35][N:34]=3)=[CH:29][CH:28]=2)=[O:41])[CH2:43][CH2:44]1, predict the reactants needed to synthesize it. The reactants are: [ClH:1].[N:2]1([S:8]([C:11]2[CH:16]=[CH:15][CH:14]=[CH:13][C:12]=2[C:17]2[CH:22]=[CH:21][C:20]([CH2:23][C@H:24]([NH:39][C:40]([C@H:42]3[CH2:47][CH2:46][C@H:45]([CH2:48][NH:49]C(=O)OC(C)(C)C)[CH2:44][CH2:43]3)=[O:41])[C:25](=[O:38])[NH:26][C:27]3[CH:32]=[CH:31][C:30]([C:33]4[N:34]=[N:35][NH:36][N:37]=4)=[CH:29][CH:28]=3)=[CH:19][CH:18]=2)(=[O:10])=[O:9])[CH2:7][CH2:6][O:5][CH2:4][CH2:3]1. (3) Given the product [CH:1](=[N:8][N:9]([C:10]1[CH:19]=[CH:18][CH:17]=[CH:16][C:11]=1[C:12]([O:14][CH3:15])=[O:13])[C:27](=[O:28])[CH2:21][C:22]([O:24][CH2:25][CH3:26])=[O:23])[C:2]1[CH:3]=[CH:4][CH:5]=[CH:6][CH:7]=1, predict the reactants needed to synthesize it. The reactants are: [CH:1](=[N:8][NH:9][C:10]1[CH:19]=[CH:18][CH:17]=[CH:16][C:11]=1[C:12]([O:14][CH3:15])=[O:13])[C:2]1[CH:7]=[CH:6][CH:5]=[CH:4][CH:3]=1.Cl[CH:21]([C:27]([O-])=[O:28])[C:22]([O:24][CH2:25][CH3:26])=[O:23]. (4) Given the product [CH2:36]([O:28][C:27](=[O:29])[C:26]1[CH:30]=[CH:31][C:23]([NH:22][C:20]([C:17]2[CH:18]=[C:19]3[C:14]([CH2:13][CH2:12][N:11]3[S:8]([C:4]3[CH:5]=[CH:6][CH:7]=[C:2]([Cl:1])[CH:3]=3)(=[O:10])=[O:9])=[C:15]([O:33][CH3:34])[CH:16]=2)=[O:21])=[CH:24][C:25]=1[F:32])[CH3:41], predict the reactants needed to synthesize it. The reactants are: [Cl:1][C:2]1[CH:3]=[C:4]([S:8]([N:11]2[C:19]3[C:14](=[C:15]([O:33][CH3:34])[CH:16]=[C:17]([C:20]([NH:22][C:23]4[CH:31]=[CH:30][C:26]([C:27]([OH:29])=[O:28])=[C:25]([F:32])[CH:24]=4)=[O:21])[CH:18]=3)[CH2:13][CH2:12]2)(=[O:10])=[O:9])[CH:5]=[CH:6][CH:7]=1.Cl[C:36]1C=C(S(Cl)(=O)=O)C=C[CH:41]=1. (5) Given the product [NH2:14][CH2:13][C:12]1[C:7]([N:2]([CH3:1])[S:3]([CH3:6])(=[O:5])=[O:4])=[N:8][CH:9]=[CH:10][CH:11]=1, predict the reactants needed to synthesize it. The reactants are: [CH3:1][N:2]([C:7]1[C:12]([CH2:13][NH:14]C(=O)OC(C)(C)C)=[CH:11][CH:10]=[CH:9][N:8]=1)[S:3]([CH3:6])(=[O:5])=[O:4].C(O)(C(F)(F)F)=O. (6) Given the product [CH3:30][NH:31][C:3](=[O:29])[CH2:4][CH2:5][CH2:6][CH2:7][C:8]1[CH:13]=[CH:12][C:11]([CH2:14][CH2:15][CH2:16][CH2:17][NH2:18])=[CH:10][N:9]=1, predict the reactants needed to synthesize it. The reactants are: CO[C:3](=[O:29])[CH2:4][CH2:5][CH2:6][CH2:7][C:8]1[CH:13]=[CH:12][C:11]([CH2:14][CH2:15][CH2:16][CH2:17][N:18]2C(=O)C3C(=CC=CC=3)C2=O)=[CH:10][N:9]=1.[CH3:30][NH2:31]. (7) Given the product [C:18]12([C:10]3[CH:11]=[C:12]([C:9]4[CH:10]=[C:11]([CH:12]=[CH:13][CH:14]=4)[CH:27]=[O:30])[CH:13]=[CH:14][C:9]=3[O:8][Si:1]([C:4]([CH3:7])([CH3:6])[CH3:5])([CH3:3])[CH3:2])[CH2:19][CH:20]3[CH2:21][CH:22]([CH2:6][CH:4]([CH2:5]3)[CH2:16]1)[CH2:23]2, predict the reactants needed to synthesize it. The reactants are: [Si:1]([O:8][C:9]1[CH:14]=[CH:13][CH:12]=[CH:11][C:10]=1Br)([C:4]([CH3:7])([CH3:6])[CH3:5])([CH3:3])[CH3:2].[CH:16]([C:18]1[CH:19]=[C:20](B(O)O)[CH:21]=[CH:22][CH:23]=1)=O.[C:27](=[O:30])([O-])[O-].[Na+].[Na+].